This data is from Catalyst prediction with 721,799 reactions and 888 catalyst types from USPTO. The task is: Predict which catalyst facilitates the given reaction. (1) Reactant: [CH3:1][C:2]1([CH2:13][OH:14])[O:6][C:5]2=[N:7][C:8]([N+:10]([O-:12])=[O:11])=[CH:9][N:4]2[CH2:3]1.[Br:15][C:16]1[CH:17]=[N:18][C:19](Cl)=[N:20][CH:21]=1.[H-].[Na+]. Product: [Br:15][C:16]1[CH:17]=[N:18][C:19]([O:14][CH2:13][C:2]2([CH3:1])[O:6][C:5]3=[N:7][C:8]([N+:10]([O-:12])=[O:11])=[CH:9][N:4]3[CH2:3]2)=[N:20][CH:21]=1. The catalyst class is: 3. (2) Reactant: [ClH:1].[C:2]([C:5]1[CH:6]=[NH+:7][CH:8]=[CH:9][CH:10]=1)(=[O:4])[CH3:3].Cl.[Cl:12]N1C(=O)CCC1=O. Product: [ClH:12].[Cl:1][CH2:3][C:2]([C:5]1[CH:6]=[N:7][CH:8]=[CH:9][CH:10]=1)=[O:4]. The catalyst class is: 28. (3) Reactant: [F:1][C:2]1[C:3](/[CH:8]=[CH:9]/[C:10]([C:12]2[C:17]([OH:18])=[CH:16][C:15]([NH:19][C:20](=[O:22])[CH3:21])=[C:14]([CH3:23])[CH:13]=2)=[O:11])=[N:4][CH:5]=[CH:6][CH:7]=1.C(O)C.[OH-].[K+]. Product: [F:1][C:2]1[C:3]([CH:8]2[CH2:9][C:10](=[O:11])[C:12]3[C:17](=[CH:16][C:15]([NH:19][C:20](=[O:22])[CH3:21])=[C:14]([CH3:23])[CH:13]=3)[O:18]2)=[N:4][CH:5]=[CH:6][CH:7]=1. The catalyst class is: 8. (4) Reactant: [OH:1][C:2]1[CH:3]=[C:4]2[C:8](=[CH:9][CH:10]=1)[NH:7][C:6]([C:11]([NH2:13])=[O:12])=[C:5]2[S:14]([N:17]1[CH2:22][CH2:21][O:20][CH2:19][CH2:18]1)(=[O:16])=[O:15].C(=O)([O-])[O-].[Cs+].[Cs+].I[CH2:30][CH3:31].O. Product: [CH2:30]([O:1][C:2]1[CH:3]=[C:4]2[C:8](=[CH:9][CH:10]=1)[NH:7][C:6]([C:11]([NH2:13])=[O:12])=[C:5]2[S:14]([N:17]1[CH2:22][CH2:21][O:20][CH2:19][CH2:18]1)(=[O:16])=[O:15])[CH3:31]. The catalyst class is: 9. (5) Reactant: [C:1]1(B(O)O)[CH:6]=[CH:5][CH:4]=[CH:3][CH:2]=1.C(=O)([O-])[O-].[K+].[K+].[C:16]1([CH3:22])[CH:21]=[CH:20][CH:19]=[CH:18][CH:17]=1. Product: [CH3:3][C:4]1([CH3:5])[C:18]2[CH:19]=[C:20]([C:1]3[CH:6]=[CH:5][CH:4]=[CH:3][CH:2]=3)[C:21]3[CH:2]=[CH:1][CH:6]=[CH:22][C:16]=3[C:17]=2[C:1]2[CH:6]=[CH:5][CH:4]=[CH:3][C:2]1=2. The catalyst class is: 257.